Dataset: Peptide-MHC class I binding affinity with 185,985 pairs from IEDB/IMGT. Task: Regression. Given a peptide amino acid sequence and an MHC pseudo amino acid sequence, predict their binding affinity value. This is MHC class I binding data. (1) The peptide sequence is LTVTLVWLY. The MHC is HLA-A01:01 with pseudo-sequence HLA-A01:01. The binding affinity (normalized) is 0.0847. (2) The peptide sequence is AKIALAVYK. The MHC is HLA-A02:12 with pseudo-sequence HLA-A02:12. The binding affinity (normalized) is 0.0847. (3) The binding affinity (normalized) is 0.0847. The MHC is HLA-B44:02 with pseudo-sequence HLA-B44:02. The peptide sequence is RLRQLPKKK.